The task is: Predict the reactants needed to synthesize the given product.. This data is from Full USPTO retrosynthesis dataset with 1.9M reactions from patents (1976-2016). (1) Given the product [CH3:22][O:20][C:19]([C@@H:14]1[CH2:15][CH2:16][CH2:17][CH2:18][N:13]1[C:11]([C:1]1[C:10]2[C:5](=[CH:6][CH:7]=[CH:8][CH:9]=2)[CH:4]=[CH:3][N:2]=1)=[O:12])=[O:21], predict the reactants needed to synthesize it. The reactants are: [C:1]1([C:11]([N:13]2[CH2:18][CH2:17][CH2:16][CH2:15][C@H:14]2[C:19]([OH:21])=[O:20])=[O:12])[C:10]2[C:5](=[CH:6][CH:7]=[CH:8][CH:9]=2)[CH:4]=[CH:3][N:2]=1.[C:22](OC(=O)CC(N)C(O)CF)(C)(C)C.C1C=CC2N(O)N=NC=2C=1.C(Cl)CCl. (2) Given the product [Cl:1][C:2]1[CH:7]=[C:6]([F:8])[CH:5]=[CH:4][C:3]=1[CH2:9][C:10]([N:14]([CH3:13])[C@H:15]1[CH2:34][N:19]2[C:20]3[C:25]([C:26]([CH2:27][C:28]([OH:30])=[O:29])=[C:18]2[CH2:17][CH2:16]1)=[CH:24][CH:23]=[CH:22][CH:21]=3)=[O:12], predict the reactants needed to synthesize it. The reactants are: [Cl:1][C:2]1[CH:7]=[C:6]([F:8])[CH:5]=[CH:4][C:3]=1[CH2:9][C:10]([OH:12])=O.[CH3:13][NH:14][C@H:15]1[CH2:34][N:19]2[C:20]3[C:25]([C:26]([CH2:27][C:28]([O:30]CCC)=[O:29])=[C:18]2[CH2:17][CH2:16]1)=[CH:24][CH:23]=[CH:22][CH:21]=3. (3) Given the product [OH:2][C:3]1[C:8]([CH2:9][NH:10][C:11](=[O:25])[C:12]2[CH:13]=[CH:14][C:15]([O:18][C:19]3[CH:24]=[CH:23][CH:22]=[CH:21][CH:20]=3)=[CH:16][CH:17]=2)=[C:7]([C:26]([F:28])([F:27])[F:29])[CH:6]=[C:5]([CH3:30])[N:4]=1, predict the reactants needed to synthesize it. The reactants are: C[O:2][C:3]1[C:8]([CH2:9][NH:10][C:11](=[O:25])[C:12]2[CH:17]=[CH:16][C:15]([O:18][C:19]3[CH:24]=[CH:23][CH:22]=[CH:21][CH:20]=3)=[CH:14][CH:13]=2)=[C:7]([C:26]([F:29])([F:28])[F:27])[CH:6]=[C:5]([CH3:30])[N:4]=1.I[Si](C)(C)C.